This data is from Forward reaction prediction with 1.9M reactions from USPTO patents (1976-2016). The task is: Predict the product of the given reaction. (1) The product is: [Br:1][C:2]1[C:10]2[N:9]=[C:8]([CH3:11])[N:7]([CH2:16][C:17]3[CH:22]=[CH:21][CH:20]=[C:19]([C:23]([F:24])([F:25])[F:26])[C:18]=3[CH3:27])[C:6]=2[CH:5]=[C:4]([N+:12]([O-:14])=[O:13])[CH:3]=1. Given the reactants [Br:1][C:2]1[C:10]2[N:9]=[C:8]([CH3:11])[NH:7][C:6]=2[CH:5]=[C:4]([N+:12]([O-:14])=[O:13])[CH:3]=1.Br[CH2:16][C:17]1[CH:22]=[CH:21][CH:20]=[C:19]([C:23]([F:26])([F:25])[F:24])[C:18]=1[CH3:27].C(=O)([O-])[O-].[Cs+].[Cs+].O, predict the reaction product. (2) Given the reactants [C:1]([NH:5][S:6]([C:9]1[CH:10]=[N:11][N:12]2[C:17]([NH:18][C:19]3[CH:24]=[C:23]([Cl:25])[CH:22]=[CH:21][C:20]=3[F:26])=[C:16]([C:27](OCC)=[O:28])[CH:15]=[N:14][C:13]=12)(=[O:8])=[O:7])([CH3:4])([CH3:3])[CH3:2].[F:32][C:33]1[CH:38]=[CH:37][C:36]([CH:39]2[CH2:44][CH2:43][NH:42][CH2:41][CH2:40]2)=[CH:35][CH:34]=1, predict the reaction product. The product is: [C:1]([NH:5][S:6]([C:9]1[CH:10]=[N:11][N:12]2[C:17]([NH:18][C:19]3[CH:24]=[C:23]([Cl:25])[CH:22]=[CH:21][C:20]=3[F:26])=[C:16]([C:27]([N:42]3[CH2:43][CH2:44][CH:39]([C:36]4[CH:35]=[CH:34][C:33]([F:32])=[CH:38][CH:37]=4)[CH2:40][CH2:41]3)=[O:28])[CH:15]=[N:14][C:13]=12)(=[O:8])=[O:7])([CH3:3])([CH3:2])[CH3:4]. (3) The product is: [CH2:1]([O:8][C:9]([N:11]1[CH2:12][C@H:13]([O:52][CH2:53][C:54]2[CH:55]=[CH:56][C:57]3[O:62][CH2:61][C:60](=[O:63])[N:59]([CH2:64][CH2:65][CH2:66][O:67][CH3:68])[C:58]=3[CH:69]=2)[C@@H:14]([C:38]2[CH:43]=[CH:42][C:41]([CH2:44][O:45][CH2:46][C@@H:47]([CH3:51])[CH2:48][O:49][CH3:50])=[CH:40][CH:39]=2)[C@H:15]([CH2:17][OH:18])[CH2:16]1)=[O:10])[C:2]1[CH:7]=[CH:6][CH:5]=[CH:4][CH:3]=1. Given the reactants [CH2:1]([O:8][C:9]([N:11]1[CH2:16][C@@H:15]([CH2:17][O:18]C(C2C=CC=CC=2)(C2C=CC=CC=2)C2C=CC=CC=2)[C@H:14]([C:38]2[CH:43]=[CH:42][C:41]([CH2:44][O:45][CH2:46][C@@H:47]([CH3:51])[CH2:48][O:49][CH3:50])=[CH:40][CH:39]=2)[C@@H:13]([O:52][CH2:53][C:54]2[CH:55]=[CH:56][C:57]3[O:62][CH2:61][C:60](=[O:63])[N:59]([CH2:64][CH2:65][CH2:66][O:67][CH3:68])[C:58]=3[CH:69]=2)[CH2:12]1)=[O:10])[C:2]1[CH:7]=[CH:6][CH:5]=[CH:4][CH:3]=1.C1(C)C=CC(S(O)(=O)=O)=CC=1.C(=O)(O)[O-].[Na+], predict the reaction product. (4) Given the reactants [CH3:1][C:2]1[N:7]=[C:6]2[S:8][C:9]3[CH2:14][CH2:13][CH2:12][CH2:11][C:10]=3[C:5]2=[C:4]([C:15]2[CH:16]=[C:17]([CH3:21])[CH:18]=[CH:19][CH:20]=2)[C:3]=1OC(=O)CCCC.[OH-:29].[Na+].[CH3:31][OH:32], predict the reaction product. The product is: [CH3:1][C:2]1[N:7]=[C:6]2[S:8][C:9]3[CH2:14][CH2:13][CH2:12][CH2:11][C:10]=3[C:5]2=[C:4]([C:15]2[CH:16]=[C:17]([CH3:21])[CH:18]=[CH:19][CH:20]=2)[C:3]=1[CH:1]([CH2:2][CH2:3][CH3:4])[C:31]([OH:32])=[O:29]. (5) Given the reactants [Cl:1][C:2]1[CH:7]=[CH:6][C:5]([N:8]2[C@@H:12]([C:13]3[CH:18]=[CH:17][CH:16]=[C:15]([C:19]([F:22])([F:21])[F:20])[CH:14]=3)[CH2:11][N:10]([CH2:23][CH2:24][C:25](=[N:27][OH:28])[NH2:26])[C:9]2=[O:29])=[CH:4][CH:3]=1.[CH:30]1([C:36](Cl)=[O:37])[CH2:35][CH2:34][CH2:33][CH2:32][CH2:31]1.C(N(C(C)C)CC)(C)C, predict the reaction product. The product is: [Cl:1][C:2]1[CH:7]=[CH:6][C:5]([N:8]2[C@@H:12]([C:13]3[CH:18]=[CH:17][CH:16]=[C:15]([C:19]([F:22])([F:21])[F:20])[CH:14]=3)[CH2:11][N:10]([CH2:23][CH2:24][C:25](=[N:27][O:28][C:36]([CH:30]3[CH2:35][CH2:34][CH2:33][CH2:32][CH2:31]3)=[O:37])[NH2:26])[C:9]2=[O:29])=[CH:4][CH:3]=1. (6) Given the reactants C(OC(=O)[NH:7][CH2:8][C:9]1[CH:14]=[C:13]([O:15][C:16]2[CH:21]=[CH:20][CH:19]=[C:18]([CH2:22][CH2:23][NH:24][C:25](=[O:36])[C:26]3[CH:31]=[CH:30][CH:29]=[C:28]([C:32]([F:35])([F:34])[F:33])[CH:27]=3)[CH:17]=2)[CH:12]=[CH:11][N:10]=1)(C)(C)C.C(O)(C(F)(F)F)=O, predict the reaction product. The product is: [NH2:7][CH2:8][C:9]1[CH:14]=[C:13]([O:15][C:16]2[CH:17]=[C:18]([CH2:22][CH2:23][NH:24][C:25](=[O:36])[C:26]3[CH:31]=[CH:30][CH:29]=[C:28]([C:32]([F:33])([F:34])[F:35])[CH:27]=3)[CH:19]=[CH:20][CH:21]=2)[CH:12]=[CH:11][N:10]=1. (7) Given the reactants Br[CH2:2][C:3]([NH:5][C:6]1[CH:11]=[CH:10][CH:9]=[C:8]([C:12]2[CH:21]=[N:20][C:19]3[C:14](=[CH:15][CH:16]=[CH:17][CH:18]=3)[N:13]=2)[CH:7]=1)=[O:4].C(=O)([O-])[O-].[K+].[K+].[N:28]1[CH:33]=[CH:32][C:31]([N:34]2[CH2:39][CH2:38][NH:37][CH2:36][CH2:35]2)=[CH:30][CH:29]=1, predict the reaction product. The product is: [N:28]1[CH:33]=[CH:32][C:31]([N:34]2[CH2:35][CH2:36][N:37]([CH2:2][C:3]([NH:5][C:6]3[CH:11]=[CH:10][CH:9]=[C:8]([C:12]4[CH:21]=[N:20][C:19]5[C:14](=[CH:15][CH:16]=[CH:17][CH:18]=5)[N:13]=4)[CH:7]=3)=[O:4])[CH2:38][CH2:39]2)=[CH:30][CH:29]=1.